Task: Predict the product of the given reaction.. Dataset: Forward reaction prediction with 1.9M reactions from USPTO patents (1976-2016) Given the reactants [C:1]([O:5][C:6]([NH:8][C@H:9]([C:34]([O:36][CH3:37])=[O:35])[CH2:10][C:11]1[S:12][C:13]([CH:16]=[CH:17][CH2:18][C:19]2[CH:24]=[CH:23][CH:22]=[C:21]([N:25]([C:27]([O:29][C:30]([CH3:33])([CH3:32])[CH3:31])=[O:28])[CH3:26])[N:20]=2)=[CH:14][CH:15]=1)=[O:7])([CH3:4])([CH3:3])[CH3:2], predict the reaction product. The product is: [C:1]([O:5][C:6]([NH:8][C@H:9]([C:34]([O:36][CH3:37])=[O:35])[CH2:10][C:11]1[S:12][C:13]([CH2:16][CH2:17][CH2:18][C:19]2[CH:24]=[CH:23][CH:22]=[C:21]([N:25]([C:27]([O:29][C:30]([CH3:32])([CH3:31])[CH3:33])=[O:28])[CH3:26])[N:20]=2)=[CH:14][CH:15]=1)=[O:7])([CH3:4])([CH3:2])[CH3:3].